From a dataset of Catalyst prediction with 721,799 reactions and 888 catalyst types from USPTO. Predict which catalyst facilitates the given reaction. (1) Reactant: [CH3:1][O:2][C:3]1[CH:4]=[C:5]2[C:10](=[CH:11][C:12]=1[O:13][CH3:14])[N:9]=[CH:8][CH:7]=[C:6]2[O:15][C:16]1[C:22]([CH3:23])=[CH:21][C:19]([NH2:20])=[C:18]([CH3:24])[CH:17]=1.Cl[C:26](Cl)([O:28][C:29](=[O:35])OC(Cl)(Cl)Cl)Cl.[CH3:37][N:38]1[CH2:43][CH2:42][N:41]([CH2:44][CH2:45]CO)[CH2:40][CH2:39]1.C(=O)(O)[O-].[Na+]. Product: [CH3:1][O:2][C:3]1[CH:4]=[C:5]2[C:10](=[CH:11][C:12]=1[O:13][CH3:14])[N:9]=[CH:8][CH:7]=[C:6]2[O:15][C:16]1[C:22]([CH3:23])=[CH:21][C:19]([NH:20][C:29](=[O:35])[O:28][CH2:26][CH2:45][CH2:44][N:41]2[CH2:42][CH2:43][N:38]([CH3:37])[CH2:39][CH2:40]2)=[C:18]([CH3:24])[CH:17]=1. The catalyst class is: 208. (2) Reactant: [OH:1][C@H:2]([C@@H:5]1[C@H:8]([NH:9][C:10](=[O:19])[O:11][CH2:12][C:13]2[CH:18]=[CH:17][CH:16]=[CH:15][CH:14]=2)[C:7](=[O:20])[N:6]1[CH2:21][C:22]1[CH:27]=[CH:26][C:25]([O:28][CH3:29])=[CH:24][C:23]=1[O:30][CH3:31])CO.I([O-])(=O)(=O)=O.[Na+]. Product: [CH3:31][O:30][C:23]1[CH:24]=[C:25]([O:28][CH3:29])[CH:26]=[CH:27][C:22]=1[CH2:21][N:6]1[C:7](=[O:20])[C@@H:8]([NH:9][C:10](=[O:19])[O:11][CH2:12][C:13]2[CH:18]=[CH:17][CH:16]=[CH:15][CH:14]=2)[C@H:5]1[CH:2]=[O:1]. The catalyst class is: 161. (3) Reactant: [F:1][C:2]1[CH:7]=[CH:6][C:5]([C:8]2[C:17]([N:18]3[CH2:22][CH2:21][CH2:20][C@@H:19]3[C:23]([F:26])([F:25])[F:24])=[N:16][C:15]3[C:10](=[CH:11][CH:12]=[C:13]([C:27]([O:29]C)=[O:28])[CH:14]=3)[N:9]=2)=[CH:4][CH:3]=1.[OH-].[Na+]. Product: [F:1][C:2]1[CH:7]=[CH:6][C:5]([C:8]2[C:17]([N:18]3[CH2:22][CH2:21][CH2:20][C@@H:19]3[C:23]([F:26])([F:25])[F:24])=[N:16][C:15]3[C:10](=[CH:11][CH:12]=[C:13]([C:27]([OH:29])=[O:28])[CH:14]=3)[N:9]=2)=[CH:4][CH:3]=1. The catalyst class is: 24. (4) Reactant: C([O:3][C:4]([CH:6]1[CH2:11][CH2:10][N:9]([C:12]([C:14]2([CH3:17])[CH2:16][CH2:15]2)=[O:13])[CH2:8][CH2:7]1)=[O:5])C.[Li+].[OH-].C1COCC1.O. Product: [CH3:17][C:14]1([C:12]([N:9]2[CH2:8][CH2:7][CH:6]([C:4]([OH:5])=[O:3])[CH2:11][CH2:10]2)=[O:13])[CH2:15][CH2:16]1. The catalyst class is: 8. (5) Product: [Cl:17][C:18]1[CH:19]=[C:20]([CH:25]=[CH:26][CH:27]=1)[C:21]([OH:23])=[O:22]. Reactant: C(SCCNC(=O)CCN1C=CC=C1)C=C.[Cl:17][C:18]1[CH:19]=[C:20]([CH:25]=[CH:26][CH:27]=1)[C:21]([O:23]O)=[O:22]. The catalyst class is: 4.